Predict the product of the given reaction. From a dataset of Forward reaction prediction with 1.9M reactions from USPTO patents (1976-2016). (1) Given the reactants [Cl-].[Li+].[Br:3][C:4]1[CH:5]=[C:6]2[C:11](=[CH:12][CH:13]=1)[N:10]=[C:9]([NH:14][C:15]([CH3:18])([CH3:17])[CH3:16])[C:8]([CH:19]=O)=[CH:7]2.C(OP([CH:29]([CH3:35])[C:30]([O:32][CH2:33][CH3:34])=[O:31])(OCC)=O)C.N1CCCN2CCCCCC=12.C(=O)(O)[O-].[Na+], predict the reaction product. The product is: [Br:3][C:4]1[CH:5]=[C:6]2[C:11](=[CH:12][CH:13]=1)[N:10]=[C:9]([NH:14][C:15]([CH3:16])([CH3:17])[CH3:18])[C:8](/[CH:19]=[C:29](\[CH3:35])/[C:30]([O:32][CH2:33][CH3:34])=[O:31])=[CH:7]2. (2) The product is: [C:1]1([C:7]#[C:8][CH2:9][NH:10][C@H:14]2[CH2:15][CH2:16][C@H:11]([C:18]3[CH:27]=[CH:26][C:21]4[NH:22][C:23](=[O:25])[O:24][C:20]=4[CH:19]=3)[CH2:12][CH2:13]2)[CH:6]=[CH:5][CH:4]=[CH:3][CH:2]=1. Given the reactants [C:1]1([C:7]#[C:8][CH2:9][NH2:10])[CH:6]=[CH:5][CH:4]=[CH:3][CH:2]=1.[CH:11]1([C:18]2[CH:27]=[CH:26][C:21]3[NH:22][C:23](=[O:25])[O:24][C:20]=3[CH:19]=2)[CH2:16][CH2:15][C:14](=O)[CH2:13][CH2:12]1, predict the reaction product. (3) Given the reactants [S:1]1[CH:5]=[C:4]([C:6]2[CH:11]=[CH:10][CH:9]=[CH:8][C:7]=2[OH:12])N=N1.Br[CH2:14][C:15]1[CH:20]=[CH:19][C:18]([B:21]2[O:25][C:24]([CH3:27])([CH3:26])[C:23]([CH3:29])([CH3:28])[O:22]2)=[CH:17][CH:16]=1.C(=O)([O-])[O-].[K+].[K+], predict the reaction product. The product is: [CH3:26][C:24]1([CH3:27])[C:23]([CH3:28])([CH3:29])[O:22][B:21]([C:18]2[CH:17]=[CH:16][C:15]([CH2:14][S:1][C:5]3[O:12][C:7]4[CH:8]=[CH:9][CH:10]=[CH:11][C:6]=4[CH:4]=3)=[CH:20][CH:19]=2)[O:25]1. (4) Given the reactants [CH3:1][O:2][C:3]1[CH:4]=[C:5]2[C:9](=[CH:10][CH:11]=1)[N:8]([CH2:12][C:13]1[N:18]=[C:17]([C:19](O)=[O:20])[CH:16]=[CH:15][CH:14]=1)[C:7]([C:22]1[CH:27]=[CH:26][CH:25]=[CH:24][CH:23]=1)=[CH:6]2.[CH3:28][S:29]([NH2:32])(=[O:31])=[O:30].Cl.C(N=C=NCCCN(C)C)C.Cl, predict the reaction product. The product is: [CH3:28][S:29]([NH:32][C:19]([C:17]1[CH:16]=[CH:15][CH:14]=[C:13]([CH2:12][N:8]2[C:9]3[C:5](=[CH:4][C:3]([O:2][CH3:1])=[CH:11][CH:10]=3)[CH:6]=[C:7]2[C:22]2[CH:27]=[CH:26][CH:25]=[CH:24][CH:23]=2)[N:18]=1)=[O:20])(=[O:31])=[O:30].